Dataset: Catalyst prediction with 721,799 reactions and 888 catalyst types from USPTO. Task: Predict which catalyst facilitates the given reaction. Reactant: [Cl:1][C:2]1[C:3]([C:23]([F:26])([F:25])[F:24])=[CH:4][C:5]2[N:9]=[C:8]([CH:10]([OH:12])[CH3:11])[N:7]([C:13]3[CH:18]=[CH:17][C:16]([CH2:19][CH2:20][OH:21])=[CH:15][CH:14]=3)[C:6]=2[CH:22]=1.[Si:27](Cl)([C:40]([CH3:43])([CH3:42])[CH3:41])([C:34]1[CH:39]=[CH:38][CH:37]=[CH:36][CH:35]=1)[C:28]1[CH:33]=[CH:32][CH:31]=[CH:30][CH:29]=1.C(N(CC)CC)C.O. Product: [Cl:1][C:2]1[C:3]([C:23]([F:24])([F:26])[F:25])=[CH:4][C:5]2[N:9]=[C:8]([CH:10]([OH:12])[CH3:11])[N:7]([C:13]3[CH:14]=[CH:15][C:16]([CH2:19][CH2:20][O:21][Si:27]([C:40]([CH3:43])([CH3:42])[CH3:41])([C:34]4[CH:35]=[CH:36][CH:37]=[CH:38][CH:39]=4)[C:28]4[CH:33]=[CH:32][CH:31]=[CH:30][CH:29]=4)=[CH:17][CH:18]=3)[C:6]=2[CH:22]=1. The catalyst class is: 4.